Dataset: Reaction yield outcomes from USPTO patents with 853,638 reactions. Task: Predict the reaction yield, written as a fraction of the theoretical maximum amount of product (1.0 means a 100% yield; for example, 0.34 means a 34% yield). (1) The reactants are [S:1]1[C:5]([CH2:6][OH:7])=[CH:4][N:3]=[CH:2]1.[CH2:8]([S:10]([C:13]1[CH:14]=[C:15]([C:19]2[C:24]3[C:25]4[CH:31]=[C:30]([CH3:32])[CH:29]=[N:28][C:26]=4[NH:27][C:23]=3[C:22](OCCCN(C)C)=[N:21][CH:20]=2)[CH:16]=[CH:17][CH:18]=1)(=[O:12])=[O:11])[CH3:9]. No catalyst specified. The product is [CH2:8]([S:10]([C:13]1[CH:14]=[C:15]([C:19]2[C:24]3[C:25]4[CH:31]=[C:30]([CH3:32])[CH:29]=[N:28][C:26]=4[NH:27][C:23]=3[C:22]([O:7][CH2:6][C:5]3[S:1][CH:2]=[N:3][CH:4]=3)=[N:21][CH:20]=2)[CH:16]=[CH:17][CH:18]=1)(=[O:11])=[O:12])[CH3:9]. The yield is 0.200. (2) The reactants are [CH3:1][C:2]([CH2:17][CH2:18][CH:19]=[C:20]([CH3:22])[CH3:21])=[CH:3][CH2:4][O:5][C:6]1[CH:7]=[C:8]([CH:12]=[CH:13][C:14]=1[O:15][CH3:16])[C:9]([OH:11])=O.[CH2:23]([NH2:33])/[CH:24]=[C:25](/[CH2:27][CH2:28][CH:29]=[C:30]([CH3:32])[CH3:31])\[CH3:26]. The catalyst is O1CCCC1. The product is [CH3:26][C:25]([CH2:27][CH2:28][CH:29]=[C:30]([CH3:32])[CH3:31])=[CH:24][CH2:23][NH:33][C:9](=[O:11])[C:8]1[CH:12]=[CH:13][C:14]([O:15][CH3:16])=[C:6]([O:5][CH2:4][CH:3]=[C:2]([CH3:1])[CH2:17][CH2:18][CH:19]=[C:20]([CH3:22])[CH3:21])[CH:7]=1. The yield is 0.670. (3) The reactants are [CH3:1][N:2]([CH3:32])[C:3]([C:5]1[N:26]([CH:27]2[CH2:31][CH2:30][CH2:29][CH2:28]2)[C:8]2[N:9]=[C:10]([NH:13][C:14]3[CH:19]=[CH:18][C:17]([N:20]4[CH2:25][CH2:24][NH:23][CH2:22][CH2:21]4)=[CH:16][N:15]=3)[N:11]=[CH:12][C:7]=2[CH:6]=1)=[O:4].Br[CH2:34][CH:35]([CH3:37])[CH3:36]. No catalyst specified. The product is [CH3:1][N:2]([CH3:32])[C:3]([C:5]1[N:26]([CH:27]2[CH2:31][CH2:30][CH2:29][CH2:28]2)[C:8]2[N:9]=[C:10]([NH:13][C:14]3[CH:19]=[CH:18][C:17]([N:20]4[CH2:21][CH2:22][N:23]([CH2:34][CH:35]([CH3:37])[CH3:36])[CH2:24][CH2:25]4)=[CH:16][N:15]=3)[N:11]=[CH:12][C:7]=2[CH:6]=1)=[O:4]. The yield is 0.410. (4) The reactants are C([O:5][C:6]([CH:8]1[CH:12]([C:13]2[CH:18]=[CH:17][CH:16]=[C:15]([Cl:19])[CH:14]=2)[C:11]([C:26]#[N:27])([C:20]2[CH:21]=[N:22][CH:23]=[CH:24][CH:25]=2)[CH:10]([CH2:28][C:29]([CH3:32])([CH3:31])[CH3:30])[NH:9]1)=[O:7])(C)(C)C. The catalyst is OS(O)(=O)=O. The product is [Cl:19][C:15]1[CH:14]=[C:13]([CH:12]2[C:11]([C:26]#[N:27])([C:20]3[CH:21]=[N:22][CH:23]=[CH:24][CH:25]=3)[CH:10]([CH2:28][C:29]([CH3:31])([CH3:32])[CH3:30])[NH:9][CH:8]2[C:6]([OH:7])=[O:5])[CH:18]=[CH:17][CH:16]=1. The yield is 0.870.